From a dataset of Full USPTO retrosynthesis dataset with 1.9M reactions from patents (1976-2016). Predict the reactants needed to synthesize the given product. (1) Given the product [Br:1][C:2]1[CH:7]=[CH:6][C:5]([CH:8]([Br:13])[CH3:9])=[C:4]([F:11])[CH:3]=1, predict the reactants needed to synthesize it. The reactants are: [Br:1][C:2]1[CH:7]=[CH:6][C:5]([CH:8](O)[CH3:9])=[C:4]([F:11])[CH:3]=1.P(Br)(Br)[Br:13]. (2) Given the product [C:1]([O:5][C:6](=[O:16])[NH:7][C:8]1[CH:13]=[CH:12][C:11]([CH:14]=[O:15])=[CH:10][N:9]=1)([CH3:4])([CH3:2])[CH3:3], predict the reactants needed to synthesize it. The reactants are: [C:1]([O:5][C:6](=[O:16])[NH:7][C:8]1[CH:13]=[CH:12][C:11]([CH2:14][OH:15])=[CH:10][N:9]=1)([CH3:4])([CH3:3])[CH3:2].C(N(CC)CC)C.CS(C)=O. (3) Given the product [NH2:27][C:8]1[N:7]=[C:6]([O:5][CH2:1][CH2:2][CH2:3][CH3:4])[N:14]=[C:13]2[C:9]=1[NH:10][C:11](=[O:25])[N:12]2[CH2:15][CH2:16][CH2:17][CH2:18][CH:19]1[CH2:24][CH2:23][CH2:22][N:21]([CH2:29][CH2:30][CH:31]([CH3:33])[CH3:32])[CH2:20]1, predict the reactants needed to synthesize it. The reactants are: [CH2:1]([O:5][C:6]1[N:14]=[C:13]2[C:9]([N:10]=[C:11]([O:25]C)[N:12]2[CH2:15][CH2:16][CH2:17][CH2:18][CH:19]2[CH2:24][CH2:23][CH2:22][NH:21][CH2:20]2)=[C:8]([NH2:27])[N:7]=1)[CH2:2][CH2:3][CH3:4].Br[CH2:29][CH2:30][CH:31]([CH3:33])[CH3:32]. (4) Given the product [NH2:41][C:42]1[N:43]=[C:44]([S:49][CH2:2]/[CH:3]=[CH:4]/[C:5]2[CH2:12][S:11][C@H:10]3[N:7]([C:8](=[O:26])[C@H:9]3[NH:13][C:14](=[O:25])[CH2:15][S:16][C:17]3[CH:22]=[C:21]([Cl:23])[CH:20]=[CH:19][C:18]=3[Cl:24])[C:6]=2[C:27]([OH:29])=[O:28])[CH:45]=[C:46]([OH:48])[N:47]=1, predict the reactants needed to synthesize it. The reactants are: Cl[CH2:2][CH:3]=[CH:4][C:5]1[CH2:12][S:11][C@H:10]2[N:7]([C:8](=[O:26])[C@H:9]2[NH:13][C:14](=[O:25])[CH2:15][S:16][C:17]2[CH:22]=[C:21]([Cl:23])[CH:20]=[CH:19][C:18]=2[Cl:24])[C:6]=1[C:27]([O:29]CC1C=CC(OC)=CC=1)=[O:28].[I-].[Na+].[NH2:41][C:42]1[N:47]=[C:46]([OH:48])[CH:45]=[C:44]([SH:49])[N:43]=1. (5) Given the product [CH2:1]([O:3][C:4]([CH:5]1[CH:6]([C:13]2[CH:18]=[CH:17][C:16]([F:19])=[CH:15][CH:14]=2)[CH2:7][C:8](=[O:9])[NH:21][CH2:20]1)=[O:22])[CH3:2], predict the reactants needed to synthesize it. The reactants are: [CH2:1]([O:3][C:4](=[O:22])[CH:5]([C:20]#[N:21])[CH:6]([C:13]1[CH:18]=[CH:17][C:16]([F:19])=[CH:15][CH:14]=1)[CH2:7][C:8](OCC)=[O:9])[CH3:2]. (6) Given the product [NH2:3][C:4](=[O:17])[CH2:5][CH:6]([C:10]1[CH:11]=[CH:12][C:13]([O:16][CH2:25][CH2:24][CH:18]2[CH2:23][CH2:22][CH2:21][CH2:20][CH2:19]2)=[CH:14][CH:15]=1)[C:7]([OH:9])=[O:8], predict the reactants needed to synthesize it. The reactants are: [OH-].[Na+].[NH2:3][C:4](=[O:17])[CH2:5][CH:6]([C:10]1[CH:15]=[CH:14][C:13]([OH:16])=[CH:12][CH:11]=1)[C:7]([OH:9])=[O:8].[CH:18]1([CH2:24][CH2:25]Br)[CH2:23][CH2:22][CH2:21][CH2:20][CH2:19]1. (7) Given the product [O:8]=[C:9]([N:23]1[CH2:28][CH2:27][N:26]2[C:29]([C:32]([F:35])([F:34])[F:33])=[N:30][N:31]=[C:25]2[CH2:24]1)[CH2:10][CH:11]([NH2:22])[CH2:12][C:13]1[CH:18]=[C:17]([F:19])[C:16]([F:20])=[CH:15][C:14]=1[F:21], predict the reactants needed to synthesize it. The reactants are: C1COCC1.[BH4-].[Na+].[O:8]=[C:9]([N:23]1[CH2:28][CH2:27][N:26]2[C:29]([C:32]([F:35])([F:34])[F:33])=[N:30][N:31]=[C:25]2[CH2:24]1)[CH:10]=[C:11]([NH2:22])[CH2:12][C:13]1[CH:18]=[C:17]([F:19])[C:16]([F:20])=[CH:15][C:14]=1[F:21].N.